Dataset: Full USPTO retrosynthesis dataset with 1.9M reactions from patents (1976-2016). Task: Predict the reactants needed to synthesize the given product. Given the product [C:34]([O:32][CH2:31][CH2:30][C:26]1[CH:25]=[C:24]([F:33])[C:23]([NH:22][C:3]([NH2:2])=[CH:4][C:5]([C:7]2[CH:8]=[CH:9][C:10]([F:13])=[CH:11][CH:12]=2)=[O:6])=[C:28]([F:29])[CH:27]=1)(=[O:36])[CH3:35], predict the reactants needed to synthesize it. The reactants are: Cl.[NH2:2][C:3](SC1C=CC(Cl)=CC=1)=[CH:4][C:5]([C:7]1[CH:12]=[CH:11][C:10]([F:13])=[CH:9][CH:8]=1)=[O:6].[NH2:22][C:23]1[C:28]([F:29])=[CH:27][C:26]([CH2:30][CH2:31][OH:32])=[CH:25][C:24]=1[F:33].[C:34](O)(=[O:36])[CH3:35].